This data is from Catalyst prediction with 721,799 reactions and 888 catalyst types from USPTO. The task is: Predict which catalyst facilitates the given reaction. (1) Reactant: [Cl:1][C:2]1[C:3]([F:31])=[C:4]([CH:8]2[C:12]([C:15]3[CH:20]=[CH:19][C:18]([Cl:21])=[CH:17][C:16]=3[F:22])([C:13]#[N:14])[CH:11]([CH2:23][C:24]([CH3:27])([CH3:26])[CH3:25])[NH:10][CH:9]2[C:28]([OH:30])=O)[CH:5]=[CH:6][CH:7]=1.CN(C(O[N:40]1N=N[C:42]2[CH:43]=[CH:44][CH:45]=[N:46][C:41]1=2)=[N+](C)C)C.F[P-](F)(F)(F)(F)F.[CH3:56]CN(C(C)C)C(C)C.NC1C=C([CH2:72][S:73](N)(=[O:75])=[O:74])C=CC=1. Product: [CH3:72][S:73]([NH:46][C:45]1[CH:56]=[C:41]([NH:40][C:28]([CH:9]2[CH:8]([C:4]3[CH:5]=[CH:6][CH:7]=[C:2]([Cl:1])[C:3]=3[F:31])[C:12]([C:15]3[CH:20]=[CH:19][C:18]([Cl:21])=[CH:17][C:16]=3[F:22])([C:13]#[N:14])[CH:11]([CH2:23][C:24]([CH3:27])([CH3:25])[CH3:26])[NH:10]2)=[O:30])[CH:42]=[CH:43][CH:44]=1)(=[O:75])=[O:74]. The catalyst class is: 2. (2) Reactant: Cl[C:2]1[N:7]=[CH:6][N:5]=[C:4]([NH2:8])[C:3]=1[CH2:9][CH3:10].Cl.Cl.Cl.[N:14]1([CH2:18][CH2:19][N:20]2[CH:24]=[C:23]([C:25]3[CH:30]=[CH:29][C:28]([F:31])=[C:27]([CH3:32])[CH:26]=3)[N:22]=[C:21]2[CH:33]2[CH2:38][CH2:37][NH:36][CH2:35][CH2:34]2)[CH2:17][CH2:16][CH2:15]1.C([O-])([O-])=O.[Cs+].[Cs+]. Product: [N:14]1([CH2:18][CH2:19][N:20]2[CH:24]=[C:23]([C:25]3[CH:30]=[CH:29][C:28]([F:31])=[C:27]([CH3:32])[CH:26]=3)[N:22]=[C:21]2[CH:33]2[CH2:34][CH2:35][N:36]([C:2]3[N:7]=[CH:6][N:5]=[C:4]([NH2:8])[C:3]=3[CH2:9][CH3:10])[CH2:37][CH2:38]2)[CH2:15][CH2:16][CH2:17]1. The catalyst class is: 16. (3) Reactant: [CH3:1][S:2]([C:5]1[CH:10]=[CH:9][C:8]([CH:11]2[CH2:20][CH2:19][C:18]3[C:13](=[CH:14][CH:15]=[C:16]([O:21][CH3:22])[CH:17]=3)[C:12]2=O)=[CH:7][CH:6]=1)(=[O:4])=[O:3].C1(C)C=CC=CC=1.P(Br)(Br)[Br:32]. Product: [Br:32][C:12]1[C:13]2[C:18](=[CH:17][C:16]([O:21][CH3:22])=[CH:15][CH:14]=2)[CH2:19][CH2:20][C:11]=1[C:8]1[CH:9]=[CH:10][C:5]([S:2]([CH3:1])(=[O:4])=[O:3])=[CH:6][CH:7]=1. The catalyst class is: 7. (4) Reactant: FC(F)(F)C(O)=O.C(OC([N:15]1[CH2:20][CH2:19][CH:18]([NH:21][C:22]([C:24]2[CH:25]=[CH:26][C:27]3[S:32][CH2:31][C:30](=[O:33])[NH:29][C:28]=3[CH:34]=2)=[O:23])[CH2:17][CH2:16]1)=O)(C)(C)C. Product: [NH:15]1[CH2:20][CH2:19][CH:18]([NH:21][C:22]([C:24]2[CH:25]=[CH:26][C:27]3[S:32][CH2:31][C:30](=[O:33])[NH:29][C:28]=3[CH:34]=2)=[O:23])[CH2:17][CH2:16]1. The catalyst class is: 4. (5) Reactant: [CH2:1]([N:13]1[CH:17]=[CH:16][N:15]=[CH:14]1)[CH2:2][CH2:3][CH2:4][CH2:5][CH2:6][CH2:7][CH2:8][CH2:9][CH2:10][CH2:11][CH3:12].[F:18][C:19]([F:40])([F:39])[C:20]([F:38])([F:37])[C:21]([F:36])([F:35])[C:22]([F:34])([F:33])[C:23]([F:32])([F:31])[C:24]([F:30])([F:29])[CH2:25][CH2:26][CH2:27][I:28]. Product: [I-:28].[CH2:1]([NH+:13]1[CH:17]=[CH:16][N:15]([CH2:27][CH2:26][CH2:25][C:24]([F:29])([F:30])[C:23]([F:31])([F:32])[C:22]([F:33])([F:34])[C:21]([F:35])([F:36])[C:20]([F:37])([F:38])[C:19]([F:40])([F:39])[F:18])[CH2:14]1)[CH2:2][CH2:3][CH2:4][CH2:5][CH2:6][CH2:7][CH2:8][CH2:9][CH2:10][CH2:11][CH3:12]. The catalyst class is: 11. (6) Reactant: [CH:1]([C:3]1[CH:4]=[C:5]([CH:23]=[CH:24][C:25]=1[N+:26]([O-:28])=[O:27])[O:6][C:7]1[CH:8]=[C:9]([NH:13][S:14]([C:17]2[CH:22]=[CH:21][CH:20]=[CH:19][CH:18]=2)(=[O:16])=[O:15])[CH:10]=[CH:11][CH:12]=1)=O.[CH2:29]([NH2:32])[CH2:30][CH3:31].[BH-](OC(C)=O)(OC(C)=O)OC(C)=O.[Na+].C([O-])(O)=O.[Na+]. Product: [N+:26]([C:25]1[CH:24]=[CH:23][C:5]([O:6][C:7]2[CH:8]=[C:9]([NH:13][S:14]([C:17]3[CH:18]=[CH:19][CH:20]=[CH:21][CH:22]=3)(=[O:15])=[O:16])[CH:10]=[CH:11][CH:12]=2)=[CH:4][C:3]=1[CH2:1][NH:32][CH2:29][CH2:30][CH3:31])([O-:28])=[O:27]. The catalyst class is: 26. (7) Reactant: [H-].[Na+].[Cl:3][C:4]1[CH:9]=[C:8]([NH:10][C:11]2[CH:16]=[CH:15][CH:14]=[C:13]([F:17])[C:12]=2[F:18])[N:7]=[CH:6][N:5]=1.Br[CH2:20][C:21]#[N:22].[Cl-].[NH4+]. Product: [Cl:3][C:4]1[CH:9]=[C:8]([N:10]([CH2:20][C:21]#[N:22])[C:11]2[CH:16]=[CH:15][CH:14]=[C:13]([F:17])[C:12]=2[F:18])[N:7]=[CH:6][N:5]=1. The catalyst class is: 7. (8) Reactant: [NH3:1].[Br:2][C:3]1[CH:8]=[CH:7][C:6]([N:9]2[C:15](=[O:16])[C:14]3[C:17](Cl)=[N:18][C:19]([CH3:21])=[N:20][C:13]=3[O:12][CH2:11][CH2:10]2)=[CH:5][CH:4]=1. Product: [NH2:1][C:17]1[C:14]2[C:15](=[O:16])[N:9]([C:6]3[CH:7]=[CH:8][C:3]([Br:2])=[CH:4][CH:5]=3)[CH2:10][CH2:11][O:12][C:13]=2[N:20]=[C:19]([CH3:21])[N:18]=1. The catalyst class is: 12.